From a dataset of Full USPTO retrosynthesis dataset with 1.9M reactions from patents (1976-2016). Predict the reactants needed to synthesize the given product. (1) Given the product [CH3:16][N:18]1[CH2:23][C:22]2([CH2:28][CH2:27][NH:26][CH2:25][CH2:24]2)[O:21][CH2:20][CH2:19]1, predict the reactants needed to synthesize it. The reactants are: C1C2C(CO[C:16]([N:18]3[CH2:23][C:22]4([CH2:28][CH2:27][NH:26][CH2:25][CH2:24]4)[O:21][CH2:20][CH2:19]3)=O)C3C(=CC=CC=3)C=2C=CC=1.[H-].[Al+3].[Li+].[H-].[H-].[H-]. (2) Given the product [C:1]([C:5]1[CH:29]=[C:8]2[N:9]=[C:10]([CH3:28])[C:11]([CH:20]([CH2:25][CH2:26][CH3:27])[C:21]([OH:23])=[O:22])=[C:12]([C:13]3[CH:18]=[CH:17][C:16]([CH3:19])=[CH:15][CH:14]=3)[N:7]2[N:6]=1)([CH3:3])([CH3:4])[CH3:2], predict the reactants needed to synthesize it. The reactants are: [C:1]([C:5]1[CH:29]=[C:8]2[N:9]=[C:10]([CH3:28])[C:11]([CH:20]([CH2:25][CH2:26][CH3:27])[C:21]([O:23]C)=[O:22])=[C:12]([C:13]3[CH:18]=[CH:17][C:16]([CH3:19])=[CH:15][CH:14]=3)[N:7]2[N:6]=1)([CH3:4])([CH3:3])[CH3:2].[OH-].[Na+].